Predict which catalyst facilitates the given reaction. From a dataset of Catalyst prediction with 721,799 reactions and 888 catalyst types from USPTO. (1) Reactant: O[C:2]1([C:23]([F:26])([F:25])[F:24])[CH2:6][N:5]([C:7]2[CH:12]=[CH:11][C:10]([S:13]([CH3:16])(=[O:15])=[O:14])=[CH:9][CH:8]=2)[C:4]([C:17]2[CH:22]=[CH:21][CH:20]=[CH:19][CH:18]=2)=[N:3]1.O.C1(C)C=CC(S(O)(=O)=O)=CC=1. Product: [CH3:16][S:13]([C:10]1[CH:9]=[CH:8][C:7]([N:5]2[CH:6]=[C:2]([C:23]([F:26])([F:25])[F:24])[N:3]=[C:4]2[C:17]2[CH:22]=[CH:21][CH:20]=[CH:19][CH:18]=2)=[CH:12][CH:11]=1)(=[O:15])=[O:14]. The catalyst class is: 11. (2) Reactant: [Na].[NH2:2][C:3]1[NH:4][CH:5]=[CH:6][N:7]=1.[C:8](OCC)(=[O:15])[CH2:9][C:10](OCC)=[O:11]. Product: [N:4]1[CH:5]=[CH:6][N:7]2[C:10]([OH:11])=[CH:9][C:8]([OH:15])=[N:2][C:3]=12. The catalyst class is: 8. (3) Reactant: [CH:1]12[NH:9][CH:5]([C:6](=[O:8])[CH2:7]1)[CH2:4][O:3][CH2:2]2.C([O-])([O-])=O.[K+].[K+].[N+:16]([C:19]1[CH:24]=[CH:23][CH:22]=[CH:21][C:20]=1[S:25](Cl)(=[O:27])=[O:26])([O-:18])=[O:17]. Product: [N+:16]([C:19]1[CH:24]=[CH:23][CH:22]=[CH:21][C:20]=1[S:25]([N:9]1[CH:5]2[C:6](=[O:8])[CH2:7][CH:1]1[CH2:2][O:3][CH2:4]2)(=[O:27])=[O:26])([O-:18])=[O:17]. The catalyst class is: 23. (4) Reactant: [NH2:1][C@H:2]1[CH2:8][CH:7]=[CH:6][C@@H:5]([C:9]2[CH:14]=[CH:13][CH:12]=[CH:11][CH:10]=2)[N:4]([CH3:15])[C:3]1=[O:16].[F:17][C:18]1[CH:19]=[C:20]([CH2:25][C:26]([NH:28][C@H:29]([C:31](O)=[O:32])[CH3:30])=[O:27])[CH:21]=[C:22]([F:24])[CH:23]=1.CCN=C=NCCCN(C)C.Cl.CN1CCOCC1. Product: [F:17][C:18]1[CH:19]=[C:20]([CH2:25][C:26]([NH:28][C@H:29]([C:31]([NH:1][C@H:2]2[CH2:8][CH:7]=[CH:6][C@@H:5]([C:9]3[CH:14]=[CH:13][CH:12]=[CH:11][CH:10]=3)[N:4]([CH3:15])[C:3]2=[O:16])=[O:32])[CH3:30])=[O:27])[CH:21]=[C:22]([F:24])[CH:23]=1. The catalyst class is: 2. (5) Reactant: C([Li])CCC.Br[C:7]1[CH:12]=[CH:11][CH:10]=[C:9]([C:13]2([CH3:18])[O:17][CH2:16][CH2:15][O:14]2)[N:8]=1.[CH3:19][C:20]1[N:25]=[C:24](/[C:26](=[N:28]/[O:29][CH2:30][CH2:31][CH:32]=[O:33])/[CH3:27])[CH:23]=[CH:22][CH:21]=1.[Cl-].[NH4+]. Product: [OH:33][CH:32]([C:7]1[CH:12]=[CH:11][CH:10]=[C:9]([C:13]2([CH3:18])[O:17][CH2:16][CH2:15][O:14]2)[N:8]=1)[CH2:31][CH2:30][O:29]/[N:28]=[C:26](/[C:24]1[CH:23]=[CH:22][CH:21]=[C:20]([CH3:19])[N:25]=1)\[CH3:27]. The catalyst class is: 7. (6) The catalyst class is: 2. Product: [NH2:24][C:21]1[CH:22]=[CH:23][C:18]([C:15]2[S:16][CH:17]=[C:13]([NH:12][C:11]([NH:10][C:8]3[CH:7]=[CH:6][CH:5]=[C:4]([CH2:1][CH2:2][CH3:3])[N:9]=3)=[O:32])[N:14]=2)=[CH:19][CH:20]=1. Reactant: [CH2:1]([C:4]1[N:9]=[C:8]([NH:10][C:11](=[O:32])[NH:12][C:13]2[N:14]=[C:15]([C:18]3[CH:23]=[CH:22][C:21]([NH:24]C(=O)OC(C)(C)C)=[CH:20][CH:19]=3)[S:16][CH:17]=2)[CH:7]=[CH:6][CH:5]=1)[CH2:2][CH3:3].C1(SC)C=CC=CC=1.C(O)(C(F)(F)F)=O.